This data is from Catalyst prediction with 721,799 reactions and 888 catalyst types from USPTO. The task is: Predict which catalyst facilitates the given reaction. (1) Reactant: [CH3:1][N:2]1[CH2:7][CH2:6][CH:5]([C:8]([OH:10])=O)[CH2:4][CH2:3]1.S(Cl)(Cl)=O.[CH3:15][Si](C=[N+]=[N-])(C)C.[BrH:22]. Product: [BrH:22].[Br:22][CH2:15][C:8]([CH:5]1[CH2:4][CH2:3][N:2]([CH3:1])[CH2:7][CH2:6]1)=[O:10]. The catalyst class is: 411. (2) The catalyst class is: 2. Product: [CH2:43]([N:5]([CH2:1][CH2:2][CH2:3][CH3:4])[C:6]([C:8]1[N:9]=[C:10]([C:21]2[CH:30]=[CH:29][C:24]([C:25]([O:27][CH3:28])=[O:26])=[CH:23][C:22]=2[C:31]([N:33]2[CH2:42][CH2:41][C:40]3[C:35](=[CH:36][CH:37]=[CH:38][CH:39]=3)[CH2:34]2)=[O:32])[NH:11][CH:12]=1)=[O:7])[CH2:44][CH2:45][CH3:46]. Reactant: [CH2:1]([N:5]([CH2:43][CH2:44][CH2:45][CH3:46])[C:6]([C:8]1[N:9]=[C:10]([C:21]2[CH:30]=[CH:29][C:24]([C:25]([O:27][CH3:28])=[O:26])=[CH:23][C:22]=2[C:31]([N:33]2[CH2:42][CH2:41][C:40]3[C:35](=[CH:36][CH:37]=[CH:38][CH:39]=3)[CH2:34]2)=[O:32])[N:11](COCC[Si](C)(C)C)[CH:12]=1)=[O:7])[CH2:2][CH2:3][CH3:4].FC(F)(F)C(O)=O. (3) Reactant: [NH2:1][C:2]1[N:7]=[C:6]([C:8]2[CH2:13][CH2:12][N:11]([C:14]([O:16][C:17]([CH3:20])([CH3:19])[CH3:18])=[O:15])[CH2:10][CH:9]=2)[CH:5]=[CH:4][C:3]=1[N+:21]([O-])=O.CCOC(C)=O. Product: [NH2:21][C:3]1[CH:4]=[CH:5][C:6]([CH:8]2[CH2:13][CH2:12][N:11]([C:14]([O:16][C:17]([CH3:20])([CH3:19])[CH3:18])=[O:15])[CH2:10][CH2:9]2)=[N:7][C:2]=1[NH2:1]. The catalyst class is: 50.